From a dataset of Forward reaction prediction with 1.9M reactions from USPTO patents (1976-2016). Predict the product of the given reaction. Given the reactants [S:1]1[CH:5]=[CH:4][CH:3]=[C:2]1[CH:6]=O.[CH3:8][O:9][CH2:10][CH2:11][NH2:12].[C:13]1(=[O:24])[O:19][C:17](=O)[C:16]2=[CH:20][CH:21]=[CH:22][CH:23]=[C:15]2[CH2:14]1.[O:25]1[C:29]2[CH:30]=[C:31]([NH2:34])[CH:32]=[CH:33][C:28]=2[N:27]=[CH:26]1, predict the reaction product. The product is: [O:25]1[C:29]2[CH:30]=[C:31]([NH:34][C:13]([CH:14]3[C:15]4[C:16](=[CH:20][CH:21]=[CH:22][CH:23]=4)[C:17](=[O:19])[N:12]([CH2:11][CH2:10][O:9][CH3:8])[CH:6]3[C:2]3[S:1][CH:5]=[CH:4][CH:3]=3)=[O:24])[CH:32]=[CH:33][C:28]=2[N:27]=[CH:26]1.